Task: Predict which catalyst facilitates the given reaction.. Dataset: Catalyst prediction with 721,799 reactions and 888 catalyst types from USPTO Reactant: [C:1]1(=[O:10])[C:9]2[C:4](=[CH:5][CH:6]=[CH:7][CH:8]=2)[CH2:3][CH2:2]1.[Li+].CC([N-]C(C)C)C.Br[CH2:20][N:21]1[C:25](=[O:26])[C:24]2=[CH:27][CH:28]=[CH:29][CH:30]=[C:23]2[C:22]1=[O:31]. Product: [O:10]=[C:1]1[C:9]2[C:4](=[CH:5][CH:6]=[CH:7][CH:8]=2)[CH2:3][CH:2]1[CH2:20][N:21]1[C:25](=[O:26])[C:24]2[C:23](=[CH:30][CH:29]=[CH:28][CH:27]=2)[C:22]1=[O:31]. The catalyst class is: 1.